The task is: Predict the reactants needed to synthesize the given product.. This data is from Full USPTO retrosynthesis dataset with 1.9M reactions from patents (1976-2016). (1) Given the product [Cl:1][C:2]1[CH:11]=[CH:10][CH:9]=[C:8]2[C:3]=1[CH2:4][CH2:5][N:6]([C:12]([C:14]1[CH:15]=[C:16]3[C:21](=[CH:22][CH:23]=1)[N:20]1[C:24]([C:27]4[CH:32]=[CH:31][C:30]([OH:33])=[CH:29][CH:28]=4)=[N:25][N:26]=[C:19]1[C:18](=[O:35])[NH:17]3)=[O:13])[CH2:7]2, predict the reactants needed to synthesize it. The reactants are: [Cl:1][C:2]1[CH:11]=[CH:10][CH:9]=[C:8]2[C:3]=1[CH2:4][CH2:5][N:6]([C:12]([C:14]1[CH:15]=[C:16]3[C:21](=[CH:22][CH:23]=1)[N:20]1[C:24]([C:27]4[CH:32]=[CH:31][C:30]([O:33]C)=[CH:29][CH:28]=4)=[N:25][N:26]=[C:19]1[C:18](=[O:35])[NH:17]3)=[O:13])[CH2:7]2.B(Br)(Br)Br. (2) Given the product [Cl:1][C:2]1[CH:3]=[N:4][C:5]2[N:6]([N:8]=[C:9]([C:11]([N:16]3[CH2:17][CH2:18][C:19]4[C:24](=[CH:23][N:22]=[CH:21][CH:20]=4)[CH:15]3[CH3:14])=[O:13])[CH:10]=2)[CH:7]=1, predict the reactants needed to synthesize it. The reactants are: [Cl:1][C:2]1[CH:3]=[N:4][C:5]2[N:6]([N:8]=[C:9]([C:11]([OH:13])=O)[CH:10]=2)[CH:7]=1.[CH3:14][CH:15]1[C:24]2[C:19](=[CH:20][CH:21]=[N:22][CH:23]=2)[CH2:18][CH2:17][NH:16]1. (3) Given the product [C:31]([OH:40])(=[O:39])[CH2:32][CH2:33][CH2:34][CH2:35][C:36]([OH:38])=[O:37].[Cl:1][C:2]1[CH:11]=[C:10]([C@@H:12]([NH:14][C:15]2[N:23]=[CH:22][N:21]=[C:20]3[C:16]=2[N:17]=[CH:18][NH:19]3)[CH3:13])[C:9]([C:24]2[CH:29]=[CH:28][CH:27]=[C:26]([F:30])[CH:25]=2)=[C:8]2[C:3]=1[CH:4]=[CH:5][N:6]=[N:7]2, predict the reactants needed to synthesize it. The reactants are: [Cl:1][C:2]1[CH:11]=[C:10]([C@@H:12]([NH:14][C:15]2[N:23]=[CH:22][N:21]=[C:20]3[C:16]=2[N:17]=[CH:18][NH:19]3)[CH3:13])[C:9]([C:24]2[CH:29]=[CH:28][CH:27]=[C:26]([F:30])[CH:25]=2)=[C:8]2[C:3]=1[CH:4]=[CH:5][N:6]=[N:7]2.[C:31]([OH:40])(=[O:39])[CH2:32][CH2:33][CH2:34][CH2:35][C:36]([OH:38])=[O:37].CCCCCCC. (4) Given the product [OH:12][C:3]1[CH:4]=[CH:5][C:6]([C:8]([F:9])([F:10])[F:11])=[CH:7][C:2]=1[NH:1][C:18](=[O:19])[C:17]1[CH:21]=[CH:22][N:23]=[CH:24][C:16]=1[CH2:15][O:14][CH3:13], predict the reactants needed to synthesize it. The reactants are: [NH2:1][C:2]1[CH:7]=[C:6]([C:8]([F:11])([F:10])[F:9])[CH:5]=[CH:4][C:3]=1[OH:12].[CH3:13][O:14][CH2:15][C:16]1[CH:24]=[N:23][CH:22]=[CH:21][C:17]=1[C:18](O)=[O:19].CN([P+](ON1N=NC2C=CC=CC1=2)(N(C)C)N(C)C)C.F[P-](F)(F)(F)(F)F.C(N(CC)CC)C. (5) Given the product [CH3:1][C@@:2]1([OH:20])[C@H:6]([OH:7])[C@@H:5]([CH2:8][OH:9])[O:4][C@H:3]1[N:10]1[C:14]2[N:15]=[CH:16][N:17]=[C:18]([NH2:19])[C:13]=2[C:12]([CH:34]=[O:35])=[CH:11]1.[CH3:1][C@@:2]1([OH:20])[C@H:6]([OH:7])[C@@H:5]([CH2:8][OH:9])[O:4][C@H:3]1[N:10]1[C:14]2[N:15]=[CH:16][N:17]=[C:18]([NH2:19])[C:13]=2[C:12](/[CH:33]=[CH:34]\[O:35][CH3:31])=[CH:11]1, predict the reactants needed to synthesize it. The reactants are: [CH3:1][C@@:2]1([OH:20])[C@H:6]([OH:7])[C@@H:5]([CH2:8][OH:9])[O:4][C@H:3]1[N:10]1[C:14]2[N:15]=[CH:16][N:17]=[C:18]([NH2:19])[C:13]=2[CH:12]=[CH:11]1.C1C2=C(N)N=CN=C2N([C@@H:31]2[O:35][C@H:34](CO)[C@@H:33](O)[C@H]2O)C=1.